Dataset: Full USPTO retrosynthesis dataset with 1.9M reactions from patents (1976-2016). Task: Predict the reactants needed to synthesize the given product. Given the product [N:1]1([C:9]([O:11][C:12]([CH3:15])([CH3:14])[CH3:13])=[O:10])[CH2:8][CH2:7][CH2:6][C@H:2]1[C:3]([NH:25][CH2:24][CH2:23][CH2:22][C:16]1[CH:21]=[CH:20][CH:19]=[CH:18][CH:17]=1)=[O:5], predict the reactants needed to synthesize it. The reactants are: [N:1]1([C:9]([O:11][C:12]([CH3:15])([CH3:14])[CH3:13])=[O:10])[CH2:8][CH2:7][CH2:6][C@H:2]1[C:3]([OH:5])=O.[C:16]1([CH2:22][CH2:23][CH2:24][NH2:25])[CH:21]=[CH:20][CH:19]=[CH:18][CH:17]=1.F[P-](F)(F)(F)(F)F.N1(O[P+](N(C)C)(N(C)C)N(C)C)C2C=CC=CC=2N=N1.CCN(C(C)C)C(C)C.